The task is: Predict the reactants needed to synthesize the given product.. This data is from Full USPTO retrosynthesis dataset with 1.9M reactions from patents (1976-2016). (1) The reactants are: Cl.[NH2:2][C:3]1[N:11]=[C:10]([CH3:12])[CH:9]=[C:8]([CH3:13])[C:4]=1[C:5]([OH:7])=O.ON1C2C=CC=CC=2N=N1.CCN=C=NCCCN(C)C.Cl.[O:36]([C:43]1[CH:50]=[CH:49][C:46]([CH2:47][NH2:48])=[CH:45][CH:44]=1)[C:37]1[CH:42]=[CH:41][CH:40]=[CH:39][CH:38]=1. Given the product [O:36]([C:43]1[CH:44]=[CH:45][C:46]([CH2:47][NH:48][C:5](=[O:7])[C:4]2[C:8]([CH3:13])=[CH:9][C:10]([CH3:12])=[N:11][C:3]=2[NH2:2])=[CH:49][CH:50]=1)[C:37]1[CH:42]=[CH:41][CH:40]=[CH:39][CH:38]=1, predict the reactants needed to synthesize it. (2) Given the product [CH3:17][O:16][C:14]1[CH:13]=[CH:12][C:11]2[C:7]([C:49]([O:61][CH3:60])=[O:50])=[CH:8][O:9][C:10]=2[CH:15]=1, predict the reactants needed to synthesize it. The reactants are: FC(F)(F)S(O[C:7]1[C:11]2[CH:12]=[CH:13][C:14]([O:16][CH3:17])=[CH:15][C:10]=2[O:9][CH:8]=1)(=O)=O.C1(P(C2C=CC=CC=2)CCCP(C2C=CC=CC=2)C2C=CC=CC=2)C=CC=CC=1.[CH3:49][OH:50].C(N(CC)CC)C.CN(C)[CH:60]=[O:61]. (3) Given the product [F:1][C:2]1[CH:7]=[C:6]([NH2:8])[CH:5]=[CH:4][C:3]=1[N:11]([CH3:21])[C:12]1[CH:17]=[CH:16][N:15]=[C:14]2[NH:18][CH:19]=[CH:20][C:13]=12, predict the reactants needed to synthesize it. The reactants are: [F:1][C:2]1[CH:7]=[C:6]([N+:8]([O-])=O)[CH:5]=[CH:4][C:3]=1[N:11]([CH3:21])[C:12]1[C:13]2[CH:20]=[CH:19][NH:18][C:14]=2[N:15]=[CH:16][CH:17]=1.[H][H]. (4) Given the product [CH2:17]([O:24][C:25]1[CH:26]=[CH:27][C:28]([C:31]2[C:39]3[C:38]([NH2:40])=[N:37][CH:36]=[N:35][C:34]=3[N:33]([CH:12]3[CH2:16][CH2:15][O:14][CH2:13]3)[CH:32]=2)=[CH:29][CH:30]=1)[C:18]1[CH:23]=[CH:22][CH:21]=[CH:20][CH:19]=1, predict the reactants needed to synthesize it. The reactants are: S(O[CH:12]1[CH2:16][CH2:15][O:14][CH2:13]1)(C1C=CC(C)=CC=1)(=O)=O.[CH2:17]([O:24][C:25]1[CH:30]=[CH:29][C:28]([C:31]2[C:39]3[C:38]([NH2:40])=[N:37][CH:36]=[N:35][C:34]=3[NH:33][CH:32]=2)=[CH:27][CH:26]=1)[C:18]1[CH:23]=[CH:22][CH:21]=[CH:20][CH:19]=1.[H-].[Na+]. (5) Given the product [Cl:32][CH2:13][C:11]1[CH:10]=[CH:9][C:8]([C:15]2[CH:20]=[C:19]([O:21][CH3:22])[CH:18]=[CH:17][C:16]=2[F:23])=[C:7]([C:6]2[C:2]([CH3:24])([CH3:1])[CH2:3][CH2:4][CH:5]=2)[CH:12]=1, predict the reactants needed to synthesize it. The reactants are: [CH3:1][C:2]1([CH3:24])[C:6]([C:7]2[CH:12]=[C:11]([CH2:13]O)[CH:10]=[CH:9][C:8]=2[C:15]2[CH:20]=[C:19]([O:21][CH3:22])[CH:18]=[CH:17][C:16]=2[F:23])=[CH:5][CH2:4][CH2:3]1.CN(C=O)C.S(Cl)([Cl:32])=O. (6) Given the product [Cl:1][C:2]1[CH:7]=[CH:6][N:5]=[C:4]([CH2:8][NH:9][C:10]2[O:11][C:12]3[C:18]([O:19][CH3:20])=[CH:17][C:16]([C:21]([N:27]4[C@H:28]([CH3:31])[CH2:29][O:30][C:25]([CH2:32][CH:33]([OH:35])[CH3:34])([CH3:24])[CH2:26]4)=[O:23])=[CH:15][C:13]=3[N:14]=2)[CH:3]=1, predict the reactants needed to synthesize it. The reactants are: [Cl:1][C:2]1[CH:7]=[CH:6][N:5]=[C:4]([CH2:8][NH:9][C:10]2[O:11][C:12]3[C:18]([O:19][CH3:20])=[CH:17][C:16]([C:21]([OH:23])=O)=[CH:15][C:13]=3[N:14]=2)[CH:3]=1.[CH3:24][C:25]1([CH2:32][CH:33]([OH:35])[CH3:34])[O:30][CH2:29][C@@H:28]([CH3:31])[NH:27][CH2:26]1.C(N(CC)C(C)C)(C)C.CN(C(ON1N=NC2C=CC=NC1=2)=[N+](C)C)C.F[P-](F)(F)(F)(F)F. (7) Given the product [C:20]1([C:21]2[CH:22]=[C:23]([CH:24]=[CH:25][CH:26]=2)[CH2:27][NH2:28])[C:12]2[C:11]3[CH2:10][CH2:9][NH:8][CH2:17][C:16]=3[CH:15]=[N:14][C:13]=2[NH:18][N:19]=1.[C:38]([OH:40])([C:37]([F:42])([F:41])[F:36])=[O:39], predict the reactants needed to synthesize it. The reactants are: C(OC([N:8]1[CH2:17][C:16]2[CH:15]=[N:14][C:13]3[NH:18][N:19]=[C:20]([C:21]4[CH:26]=[CH:25][CH:24]=[C:23]([CH2:27][NH:28]C(OC(C)(C)C)=O)[CH:22]=4)[C:12]=3[C:11]=2[CH2:10][CH2:9]1)=O)(C)(C)C.[F:36][C:37]([F:42])([F:41])[C:38]([OH:40])=[O:39]. (8) Given the product [NH2:1][C:2]1[C:3]2[C:10]([C:35]3[CH:36]=[CH:37][C:32]([O:25][C:26]4[CH:31]=[CH:30][CH:29]=[CH:28][CH:27]=4)=[CH:33][CH:34]=3)=[CH:9][N:8]([C@@H:12]3[CH2:17][CH2:16][CH2:15][N:14]([C:18]([O:20][C:21]([CH3:24])([CH3:23])[CH3:22])=[O:19])[CH2:13]3)[C:4]=2[N:5]=[CH:6][N:7]=1, predict the reactants needed to synthesize it. The reactants are: [NH2:1][C:2]1[C:3]2[C:10](I)=[CH:9][N:8]([C@@H:12]3[CH2:17][CH2:16][CH2:15][N:14]([C:18]([O:20][C:21]([CH3:24])([CH3:23])[CH3:22])=[O:19])[CH2:13]3)[C:4]=2[N:5]=[CH:6][N:7]=1.[O:25]([C:32]1[CH:37]=[CH:36][C:35](B(O)O)=[CH:34][CH:33]=1)[C:26]1[CH:31]=[CH:30][CH:29]=[CH:28][CH:27]=1.C([O-])([O-])=O.[Na+].[Na+]. (9) Given the product [CH3:4][C:2]([O:5][C:6]([N:8]1[CH2:13][CH2:12][C:11]2[O:14][C:16]([CH2:17][O:18][C:19]3[CH:20]=[CH:21][CH:22]=[CH:23][CH:24]=3)=[N:15][C:10]=2[CH2:9]1)=[O:7])([CH3:1])[CH3:3], predict the reactants needed to synthesize it. The reactants are: [CH3:1][C:2]([O:5][C:6]([N:8]1[CH2:13][CH2:12][C:11](=[O:14])[CH:10]([NH:15][C:16](=O)[CH2:17][O:18][C:19]2[CH:24]=[CH:23][CH:22]=[CH:21][CH:20]=2)[CH2:9]1)=[O:7])([CH3:4])[CH3:3].CC[N+](S(N=C(OC)[O-])(=O)=O)(CC)CC. (10) Given the product [CH3:1][C:2]1([C:7]([C:9]2[C:17]3[C:12](=[N:13][CH:14]=[C:15]([C:18]4[CH:23]=[C:22]([O:24][CH3:25])[C:21]([O:26][CH3:27])=[C:20]([O:28][CH3:29])[CH:19]=4)[N:16]=3)[NH:11][CH:10]=2)=[O:8])[CH2:6][CH2:5][CH2:4][N:3]1[C:30](=[O:32])[CH3:31], predict the reactants needed to synthesize it. The reactants are: [CH3:1][C:2]1([C:7]([C:9]2[C:17]3[C:12](=[N:13][CH:14]=[C:15]([C:18]4[CH:23]=[C:22]([O:24][CH3:25])[C:21]([O:26][CH3:27])=[C:20]([O:28][CH3:29])[CH:19]=4)[N:16]=3)[NH:11][CH:10]=2)=[O:8])[CH2:6][CH2:5][CH2:4][NH:3]1.[C:30](OC(=O)C)(=[O:32])[CH3:31].